From a dataset of NCI-60 drug combinations with 297,098 pairs across 59 cell lines. Regression. Given two drug SMILES strings and cell line genomic features, predict the synergy score measuring deviation from expected non-interaction effect. Drug 1: CN1CCC(CC1)COC2=C(C=C3C(=C2)N=CN=C3NC4=C(C=C(C=C4)Br)F)OC. Drug 2: C1CN(CCN1C(=O)CCBr)C(=O)CCBr. Cell line: OVCAR-8. Synergy scores: CSS=11.8, Synergy_ZIP=0.000854, Synergy_Bliss=2.08, Synergy_Loewe=-1.76, Synergy_HSA=2.92.